This data is from Full USPTO retrosynthesis dataset with 1.9M reactions from patents (1976-2016). The task is: Predict the reactants needed to synthesize the given product. (1) Given the product [Br:4][C:5]1[C:6]([O:23][CH3:24])=[C:7]([CH2:11][NH2:12])[CH:8]=[CH:9][CH:10]=1, predict the reactants needed to synthesize it. The reactants are: O.NN.[Br:4][C:5]1[C:6]([O:23][CH3:24])=[C:7]([CH2:11][N:12]2C(=O)C3C(=CC=CC=3)C2=O)[CH:8]=[CH:9][CH:10]=1. (2) Given the product [O:18]1[CH2:22][CH2:21][CH2:20][C@H:19]1[CH2:26][NH:27][C:2]1[C:3]2[C:10]([C:11]3[CH:16]=[CH:15][CH:14]=[CH:13][CH:12]=3)=[C:9]([I:17])[O:8][C:4]=2[N:5]=[CH:6][N:7]=1, predict the reactants needed to synthesize it. The reactants are: Cl[C:2]1[C:3]2[C:10]([C:11]3[CH:16]=[CH:15][CH:14]=[CH:13][CH:12]=3)=[C:9]([I:17])[O:8][C:4]=2[N:5]=[CH:6][N:7]=1.[O:18]1[CH2:22][CH2:21][CH2:20][C@H:19]1NC.C[CH2:26][N:27](C(C)C)C(C)C. (3) Given the product [NH2:8][C:5]1[CH:6]=[CH:7][C:2]([Cl:1])=[CH:3][C:4]=1[C:18]([C:19]1[CH:20]=[CH:21][C:22]([O:36][CH3:35])=[CH:23][CH:24]=1)=[O:26], predict the reactants needed to synthesize it. The reactants are: [Cl:1][C:2]1[CH:7]=[CH:6][C:5]([NH:8]C(=O)C2C=CC(F)=CC=2)=[C:4]([C:18](=[O:26])[C:19]2[CH:24]=[CH:23][C:22](F)=[CH:21][CH:20]=2)[CH:3]=1.NC1C=CC(Cl)=CC=1[C:35](C1C=CC=C(OC)C=1)=[O:36].[OH-].[Na+]. (4) Given the product [Cl:14][C:10]1[C:11]([Cl:13])=[CH:12][C:7]2[O:6][CH2:5][C:4](=[O:3])[NH:15][C:8]=2[CH:9]=1, predict the reactants needed to synthesize it. The reactants are: C([O:3][C:4](=O)[CH2:5][O:6][C:7]1[CH:12]=[C:11]([Cl:13])[C:10]([Cl:14])=[CH:9][C:8]=1[N+:15]([O-])=O)C.CC#N.O.FC(F)(F)C(O)=O. (5) Given the product [CH2:25]([O:1][C:2]1[CH:11]=[C:10]2[C:5]([CH2:6][CH2:7][N:8]([C:12]([O:14][C:15]([CH3:18])([CH3:17])[CH3:16])=[O:13])[CH2:9]2)=[CH:4][CH:3]=1)[CH2:26][CH3:27], predict the reactants needed to synthesize it. The reactants are: [OH:1][C:2]1[CH:11]=[C:10]2[C:5]([CH2:6][CH2:7][N:8]([C:12]([O:14][C:15]([CH3:18])([CH3:17])[CH3:16])=[O:13])[CH2:9]2)=[CH:4][CH:3]=1.C(=O)([O-])[O-].[K+].[K+].[CH2:25](I)[CH2:26][CH3:27]. (6) The reactants are: [F-].C([N+](CCCC)(CCCC)CCCC)CCC.[F:19][C:20]1[CH:25]=[CH:24][C:23]([C:26]2[N:30]([Si](C(C)C)(C(C)C)C(C)C)[CH:29]=[C:28]([CH:41]([C:43]3[CH:48]=[CH:47][N:46]=[CH:45][CH:44]=3)[OH:42])[C:27]=2[C:49]2[CH:54]=[CH:53][N:52]=[CH:51][CH:50]=2)=[CH:22][CH:21]=1.O.Cl. Given the product [F:19][C:20]1[CH:21]=[CH:22][C:23]([C:26]2[NH:30][CH:29]=[C:28]([CH:41]([C:43]3[CH:48]=[CH:47][N:46]=[CH:45][CH:44]=3)[OH:42])[C:27]=2[C:49]2[CH:50]=[CH:51][N:52]=[CH:53][CH:54]=2)=[CH:24][CH:25]=1, predict the reactants needed to synthesize it.